This data is from Forward reaction prediction with 1.9M reactions from USPTO patents (1976-2016). The task is: Predict the product of the given reaction. (1) Given the reactants [SH:1][C:2]1[NH:6][N:5]=[N:4][CH:3]=1.ClC[CH:9]([C:18]1[CH:23]=[CH:22][CH:21]=[CH:20][CH:19]=1)[CH2:10][Si:11]([O:16][CH3:17])([O:14][CH3:15])[O:12][CH3:13].[CH3:24]O, predict the reaction product. The product is: [CH3:17][O:16][Si:11]([O:12][CH3:13])([O:14][CH3:15])[CH2:10][CH2:9][C:18]1[CH:19]=[CH:20][C:21]([CH2:24][S:1][C:2]2[NH:6][N:5]=[N:4][CH:3]=2)=[CH:22][CH:23]=1. (2) Given the reactants O.C[N+]1([O-])CCOCC1.[Cl:10][CH:11]=[C:12]1[CH:18]=[CH:17][C:16]2[CH:19]=[C:20]([CH2:23][OH:24])[CH:21]=[CH:22][C:15]=2[O:14][CH2:13]1, predict the reaction product. The product is: [Cl:10][CH:11]=[C:12]1[CH:18]=[CH:17][C:16]2[CH:19]=[C:20]([CH:23]=[O:24])[CH:21]=[CH:22][C:15]=2[O:14][CH2:13]1.